From a dataset of Forward reaction prediction with 1.9M reactions from USPTO patents (1976-2016). Predict the product of the given reaction. (1) Given the reactants [F:1][C:2]1[CH:7]=[CH:6][C:5]([N:8]2[C:16]3[C:11](=[CH:12][C:13]([O:17][C@H:18]([C:22]4[CH:27]=[CH:26][CH:25]=[C:24]([O:28][CH3:29])[CH:23]=4)[C@@H:19]([NH2:21])[CH3:20])=[CH:14][CH:15]=3)[CH:10]=[N:9]2)=[CH:4][CH:3]=1.[F:30][C:31]([F:42])([F:41])[C:32]1[CH:40]=[CH:39][C:35]([C:36](O)=[O:37])=[CH:34][CH:33]=1.CN(C(ON1N=NC2C=CC=CC1=2)=[N+](C)C)C.F[P-](F)(F)(F)(F)F.C(N(CC)C(C)C)(C)C, predict the reaction product. The product is: [F:1][C:2]1[CH:3]=[CH:4][C:5]([N:8]2[C:16]3[C:11](=[CH:12][C:13]([O:17][C@H:18]([C:22]4[CH:27]=[CH:26][CH:25]=[C:24]([O:28][CH3:29])[CH:23]=4)[C@@H:19]([NH:21][C:36](=[O:37])[C:35]4[CH:39]=[CH:40][C:32]([C:31]([F:30])([F:41])[F:42])=[CH:33][CH:34]=4)[CH3:20])=[CH:14][CH:15]=3)[CH:10]=[N:9]2)=[CH:6][CH:7]=1. (2) Given the reactants C(=O)([O-])[O-].[Na+].[Na+].[C:7]([C:11]1[CH:16]=[CH:15][C:14](B(O)O)=[CH:13][CH:12]=1)([CH3:10])([CH3:9])[CH3:8].Br[C:21]1[C:22]([NH2:27])=[N:23][CH:24]=[CH:25][CH:26]=1, predict the reaction product. The product is: [C:7]([C:11]1[CH:16]=[CH:15][C:14]([C:21]2[C:22]([NH2:27])=[N:23][CH:24]=[CH:25][CH:26]=2)=[CH:13][CH:12]=1)([CH3:10])([CH3:9])[CH3:8]. (3) Given the reactants [CH3:1][O:2][C:3]1[CH:4]=[C:5]2[C:10](=[CH:11][CH:12]=1)[N:9]=[CH:8][CH:7]=[C:6]2[N:13]1[CH2:18][CH2:17][N:16]([CH2:19][CH2:20][NH2:21])[CH2:15][CH2:14]1.[O-]S([O-])(=O)=O.[Na+].[Na+].[O:29]=[C:30]1[NH:35][C:34]2[N:36]=[C:37]([CH:40]=O)[CH:38]=[CH:39][C:33]=2[O:32][CH2:31]1.[BH4-].[Na+], predict the reaction product. The product is: [CH3:1][O:2][C:3]1[CH:4]=[C:5]2[C:10](=[CH:11][CH:12]=1)[N:9]=[CH:8][CH:7]=[C:6]2[N:13]1[CH2:14][CH2:15][N:16]([CH2:19][CH2:20][NH:21][CH2:40][C:37]2[CH:38]=[CH:39][C:33]3[O:32][CH2:31][C:30](=[O:29])[NH:35][C:34]=3[N:36]=2)[CH2:17][CH2:18]1. (4) The product is: [CH:1]1([N:6]2[C:11]3=[N:12][C:13]([NH:16][C:17]4[CH:22]=[CH:21][C:20]([O:23][CH2:24][CH2:25][N:26]([CH2:29][CH3:30])[CH2:27][CH3:28])=[C:19]([CH3:31])[CH:18]=4)=[N:14][CH:15]=[C:10]3[CH:9]=[N:8][C:7]2=[O:32])[CH2:2][CH2:3][CH2:4][CH2:5]1. Given the reactants [CH:1]1([N:6]2[C:11]3=[N:12][C:13]([NH:16][C:17]4[CH:22]=[CH:21][C:20]([O:23][CH2:24][CH2:25][N:26]([CH2:29][CH3:30])[CH2:27][CH3:28])=[C:19]([CH3:31])[CH:18]=4)=[N:14][CH:15]=[C:10]3[CH2:9][NH:8][C:7]2=[O:32])[CH2:5][CH2:4][CH2:3][CH2:2]1.CC(C)([O-])C.[K+], predict the reaction product. (5) The product is: [CH:18]1([C:16]([NH:15][C:13]2[N:14]=[C:9]3[CH:8]=[CH:7][C:6]([O:5][C:4]4[CH:21]=[CH:22][C:23]([CH2:24][CH3:25])=[C:2]([NH:1][C:32]([C:31]5[N:27]([CH3:26])[N:28]=[C:29]([CH3:35])[CH:30]=5)=[O:33])[CH:3]=4)=[N:11][N:10]3[CH:12]=2)=[O:17])[CH2:20][CH2:19]1. Given the reactants [NH2:1][C:2]1[CH:3]=[C:4]([CH:21]=[CH:22][C:23]=1[CH2:24][CH3:25])[O:5][C:6]1[CH:7]=[CH:8][C:9]2[N:10]([CH:12]=[C:13]([NH:15][C:16]([CH:18]3[CH2:20][CH2:19]3)=[O:17])[N:14]=2)[N:11]=1.[CH3:26][N:27]1[C:31]([C:32](Cl)=[O:33])=[CH:30][C:29]([CH3:35])=[N:28]1.[OH-].[Na+], predict the reaction product. (6) Given the reactants [NH2:1][OH:2].O.[CH3:4][CH:5]([NH:7][S:8]([C:11]1[CH:16]=[CH:15][CH:14]=[CH:13][C:12]=1[S:17](Cl)(=[O:19])=[O:18])(=[O:10])=[O:9])[CH3:6].CCCCCCC, predict the reaction product. The product is: [OH:2][NH:1][S:17]([C:12]1[C:11]([S:8]([NH:7][CH:5]([CH3:6])[CH3:4])(=[O:10])=[O:9])=[CH:16][CH:15]=[CH:14][CH:13]=1)(=[O:19])=[O:18].